Predict the reactants needed to synthesize the given product. From a dataset of Full USPTO retrosynthesis dataset with 1.9M reactions from patents (1976-2016). (1) Given the product [CH2:1]([NH:3][CH2:14][C:7]1[C:8]2[C:13](=[CH:12][CH:11]=[CH:10][CH:9]=2)[N:4]=[CH:5][CH:6]=1)[CH3:2], predict the reactants needed to synthesize it. The reactants are: [CH2:1]([NH2:3])[CH3:2].[N:4]1[C:13]2[C:8](=[CH:9][CH:10]=[CH:11][CH:12]=2)[C:7]([CH:14]=O)=[CH:6][CH:5]=1. (2) The reactants are: [CH3:1][CH:2]([C:4]1[O:8][CH:7]=[N:6][C:5]=1[C:9]([O:11]C)=[O:10])[CH3:3].[OH-].[Na+]. Given the product [CH3:3][CH:2]([C:4]1[O:8][CH:7]=[N:6][C:5]=1[C:9]([OH:11])=[O:10])[CH3:1], predict the reactants needed to synthesize it. (3) Given the product [Br:31][C:32]1[CH:33]=[C:34]2[CH2:40][CH2:39][N:38]([C:12]([C:8]3[CH:9]=[C:10]4[C:5](=[CH:6][C:7]=3[O:15][CH2:16][CH:17]3[CH2:21][CH2:20][O:19][CH2:18]3)[N:4]3[C:22]([CH:25]5[CH2:26][CH2:27][O:28][CH2:29][CH2:30]5)=[N:23][CH:24]=[C:3]3[C:2](=[O:1])[NH:11]4)=[O:14])[C:35]2=[N:36][CH:37]=1, predict the reactants needed to synthesize it. The reactants are: [O:1]=[C:2]1[NH:11][C:10]2[C:5](=[CH:6][C:7]([O:15][CH2:16][CH:17]3[CH2:21][CH2:20][O:19][CH2:18]3)=[C:8]([C:12]([OH:14])=O)[CH:9]=2)[N:4]2[C:22]([CH:25]3[CH2:30][CH2:29][O:28][CH2:27][CH2:26]3)=[N:23][CH:24]=[C:3]12.[Br:31][C:32]1[CH:33]=[C:34]2[CH2:40][CH2:39][NH:38][C:35]2=[N:36][CH:37]=1.C(N(CC)C(C)C)(C)C.CN(C(ON1N=NC2C=CC=NC1=2)=[N+](C)C)C.F[P-](F)(F)(F)(F)F.C(=O)([O-])O.[Na+]. (4) Given the product [CH:33]1([NH:32][C:31]([CH:29]2[CH2:30][N:24]3[C:25]4[CH:26]([CH:18]([NH2:17])[CH2:19][CH2:20][C:21]=4[CH:22]=[CH:23]3)[C:27](=[O:44])[CH2:28]2)=[O:43])[C:42]2[C:37](=[CH:38][CH:39]=[CH:40][CH:41]=2)[CH2:36][CH2:35][CH2:34]1, predict the reactants needed to synthesize it. The reactants are: C1C2C(COC(=O)[NH:17][CH:18]3[CH:26]4[C:27](=[O:44])[CH2:28][CH:29]([C:31](=[O:43])[NH:32][CH:33]5[C:42]6[C:37](=[CH:38][CH:39]=[CH:40][CH:41]=6)[CH2:36][CH2:35][CH2:34]5)[CH2:30][N:24]5[C:25]4=[C:21]([CH:22]=[CH:23]5)[CH2:20][CH2:19]3)C3C(=CC=CC=3)C=2C=CC=1.C(NCC)C. (5) The reactants are: [Cl:1][C:2]1[CH:10]=[C:9]2[C:5]([C:6](=[O:20])[C:7](=[O:19])[N:8]2[CH:11]([CH2:15][CH:16]([CH3:18])[CH3:17])[C:12]([OH:14])=O)=[CH:4][CH:3]=1.[S:21]1[CH:25]=[CH:24][N:23]=[C:22]1[NH2:26].C(N(CC)C(C)C)(C)C.F[P-](F)(F)(F)(F)F.N1(O[P+](N(C)C)(N(C)C)N(C)C)C2C=CC=CC=2N=N1. Given the product [S:21]1[CH:25]=[CH:24][N:23]=[C:22]1[NH:26][C:12](=[O:14])[CH:11]([N:8]1[C:9]2[C:5](=[CH:4][CH:3]=[C:2]([Cl:1])[CH:10]=2)[C:6](=[O:20])[C:7]1=[O:19])[CH2:15][CH:16]([CH3:18])[CH3:17], predict the reactants needed to synthesize it. (6) The reactants are: [CH3:1][O:2][C:3]1[CH:10]=[CH:9][C:6]([CH2:7][OH:8])=[CH:5][CH:4]=1.[H-].[Na+].F[C:14]1[CH:19]=[CH:18][C:17]([I:20])=[CH:16][N:15]=1. Given the product [I:20][C:17]1[CH:18]=[CH:19][C:14]([O:8][CH2:7][C:6]2[CH:9]=[CH:10][C:3]([O:2][CH3:1])=[CH:4][CH:5]=2)=[N:15][CH:16]=1, predict the reactants needed to synthesize it. (7) The reactants are: [O:1]1[CH:5]=[CH:4][CH:3]=[C:2]1[C:6]1[N:11]=[C:10]([C:12]2[CH:13]=[N:14][CH:15]=[CH:16][CH:17]=2)[N:9]=[C:8](O)[CH:7]=1.[Cl:19]C1N=C(C2OC(C)=CC=2)N=C(N)C=1. Given the product [Cl:19][C:8]1[CH:7]=[C:6]([C:2]2[O:1][CH:5]=[CH:4][CH:3]=2)[N:11]=[C:10]([C:12]2[CH:13]=[N:14][CH:15]=[CH:16][CH:17]=2)[N:9]=1, predict the reactants needed to synthesize it. (8) Given the product [CH:20]1[CH:21]=[CH:14][C:15](=[O:26])/[C:16](=[CH:17]\[NH:2][CH2:3][CH2:4][NH:9]/[CH:38]=[C:37]2\[C:36]([CH:35]=[CH:42][CH:41]=[CH:40]\2)=[O:47])/[CH:19]=1, predict the reactants needed to synthesize it. The reactants are: Cl.[NH2:2][C@@H:3]1CCCC[C@H:4]1[NH2:9].C([C:14]1[C:15]([OH:26])=[C:16]([CH:19]=[C:20](C(C)(C)C)[CH:21]=1)[CH:17]=O)(C)(C)C.C(C1C=CC([C:35]2[C:36]([OH:47])=[C:37]([CH:40]=[C:41](C(C)(C)C)[CH:42]=2)[CH:38]=O)=CC=1)=C.C(N(CC)CC)C. (9) Given the product [Cl:41][C:37]1[C:36]([F:42])=[C:35]([N:33]2[CH:34]=[C:30]([C:28]([N:6]3[CH2:5][CH2:4][C:3]4[C:8](=[CH:9][CH:10]=[CH:11][C:2]=4[C:47]4[CH:48]=[N:43][CH:44]=[N:45][CH:46]=4)[CH:7]3[C:12]([NH:14][C:15]3[CH:27]=[CH:26][C:18]([C:19]([OH:21])=[O:20])=[CH:17][CH:16]=3)=[O:13])=[O:29])[N:31]=[N:32]2)[CH:40]=[CH:39][CH:38]=1, predict the reactants needed to synthesize it. The reactants are: Br[C:2]1[CH:11]=[CH:10][CH:9]=[C:8]2[C:3]=1[CH2:4][CH2:5][N:6]([C:28]([C:30]1[N:31]=[N:32][N:33]([C:35]3[CH:40]=[CH:39][CH:38]=[C:37]([Cl:41])[C:36]=3[F:42])[CH:34]=1)=[O:29])[CH:7]2[C:12]([NH:14][C:15]1[CH:27]=[CH:26][C:18]([C:19]([O:21]C(C)(C)C)=[O:20])=[CH:17][CH:16]=1)=[O:13].[N:43]1[CH:48]=[C:47](B(O)O)[CH:46]=[N:45][CH:44]=1.C(=O)([O-])[O-].[Cs+].[Cs+].COCCOC.O.